From a dataset of Catalyst prediction with 721,799 reactions and 888 catalyst types from USPTO. Predict which catalyst facilitates the given reaction. (1) Reactant: FC(F)(F)C(O)=O.[F:8][C:9]1[C:14]([C:15]#[N:16])=[C:13]([CH3:17])[C:12]([C@@H:18]2[O:23][CH2:22][C@@H:21]3[CH2:24][NH:25][CH2:26][CH2:27][N:20]3[CH2:19]2)=[CH:11][CH:10]=1.[N:28]1([C:33]2[CH:34]=[CH:35][C:36]([CH2:39][C:40](O)=[O:41])=[N:37][CH:38]=2)[CH:32]=[N:31][N:30]=[N:29]1.C1C=CC2N(O)N=NC=2C=1.C(Cl)CCl.[Cl-].[Na+].O.C([O-])(O)=O.[Na+]. Product: [N:28]1([C:33]2[CH:34]=[CH:35][C:36]([CH2:39][C:40]([N:25]3[CH2:26][CH2:27][N:20]4[C@H:21]([CH2:22][O:23][C@@H:18]([C:12]5[C:13]([CH3:17])=[C:14]([C:9]([F:8])=[CH:10][CH:11]=5)[C:15]#[N:16])[CH2:19]4)[CH2:24]3)=[O:41])=[N:37][CH:38]=2)[CH:32]=[N:31][N:30]=[N:29]1. The catalyst class is: 2. (2) Reactant: [CH3:1][C:2]1[C:7]([CH2:8][NH2:9])=[C:6]([CH3:10])[CH:5]=[C:4]([CH3:11])[C:3]=1[CH2:12][NH2:13].S(C1C=CC(C)=CC=1)([O-])(=O)=O.N1([C:34]([NH2:36])=[NH2+:35])C2C=CC=CC=2N=N1.C([N:40]([CH2:44]C)C(C)C)(C)C.C[N:47](C)C=O. Product: [NH:13]([CH2:12][C:3]1[C:2]([CH3:1])=[C:7]([C:6]([CH3:10])=[CH:5][C:4]=1[CH3:11])[CH2:8][NH:9][C:34]([NH2:36])=[NH:35])[C:44]([NH2:40])=[NH:47]. The catalyst class is: 27. (3) Reactant: Cl[C:2]1[CH:7]=[CH:6][C:5]([N+:8]([O-])=O)=[CH:4][C:3]=1[C:11]1[O:12][C:13]2[CH:19]=[CH:18][C:17]([C:20]3[CH:25]=[CH:24][C:23]([O:26][CH:27]([CH3:29])[CH3:28])=[CH:22][CH:21]=3)=[CH:16][C:14]=2[N:15]=1.CCOC(C)=O. Product: [CH:27]([O:26][C:23]1[CH:22]=[CH:21][C:20]([C:17]2[CH:18]=[CH:19][C:13]3[O:12][C:11]([C:3]4[CH:4]=[C:5]([NH2:8])[CH:6]=[CH:7][CH:2]=4)=[N:15][C:14]=3[CH:16]=2)=[CH:25][CH:24]=1)([CH3:29])[CH3:28]. The catalyst class is: 256. (4) Reactant: [Si]([O:8][C@@H:9]1[CH2:13][CH2:12][N:11]([C:14]2[CH:19]=[CH:18][C:17]([N:20]3[CH2:24][C@H:23]([CH2:25][O:26][C:27]4[CH:31]=[CH:30][O:29][N:28]=4)[O:22][C:21]3=[O:32])=[CH:16][C:15]=2[F:33])[CH2:10]1)(C(C)(C)C)(C)C.O.O1CCCC1. Product: [OH:8][C@@H:9]1[CH2:13][CH2:12][N:11]([C:14]2[CH:19]=[CH:18][C:17]([N:20]3[CH2:24][C@H:23]([CH2:25][O:26][C:27]4[CH:31]=[CH:30][O:29][N:28]=4)[O:22][C:21]3=[O:32])=[CH:16][C:15]=2[F:33])[CH2:10]1. The catalyst class is: 15. (5) Reactant: C(O[K])(C)(C)C.[C:7](=[O:14])([O:11][CH2:12][CH3:13])OCC.C1(C)C=CC=CC=1.[C:22]([C:25]1[S:26][CH:27]=[CH:28][CH:29]=1)(=[O:24])[CH3:23]. Product: [CH2:12]([O:11][C:7](=[O:14])[CH2:23][C:22](=[O:24])[C:25]1[S:26][CH:27]=[CH:28][CH:29]=1)[CH3:13]. The catalyst class is: 6.